Dataset: Reaction yield outcomes from USPTO patents with 853,638 reactions. Task: Predict the reaction yield, written as a fraction of the theoretical maximum amount of product (1.0 means a 100% yield; for example, 0.34 means a 34% yield). The catalyst is C1COCC1.[Cl-].[Na+].O.C(OCC)(=O)C.C(O)(=O)C. The product is [Cl:37][C:24]1[C:23]([CH2:22][CH2:14][C:13]([O:16][C:17]([CH3:20])([CH3:19])[CH3:18])=[O:15])=[C:28]([C:29]2[CH:34]=[CH:33][CH:32]=[CH:31][C:30]=2[Cl:35])[CH:27]=[C:26]([Cl:36])[N:25]=1. The reactants are C([Li])CCC.C(NC(C)C)(C)C.[C:13]([O:16][C:17]([CH3:20])([CH3:19])[CH3:18])(=[O:15])[CH3:14].Br[CH2:22][C:23]1[C:24]([Cl:37])=[N:25][C:26]([Cl:36])=[CH:27][C:28]=1[C:29]1[CH:34]=[CH:33][CH:32]=[CH:31][C:30]=1[Cl:35]. The yield is 0.910.